This data is from Forward reaction prediction with 1.9M reactions from USPTO patents (1976-2016). The task is: Predict the product of the given reaction. (1) Given the reactants [F:1][C:2]1[CH:3]=[C:4]([CH2:9][C:10]([OH:12])=[O:11])[CH:5]=[CH:6][C:7]=1[OH:8].[CH3:13]O, predict the reaction product. The product is: [F:1][C:2]1[CH:3]=[C:4]([CH2:9][C:10]([O:12][CH3:13])=[O:11])[CH:5]=[CH:6][C:7]=1[OH:8]. (2) Given the reactants [F:1][C:2]([F:21])([F:20])[O:3][C:4]1[CH:9]=[CH:8][C:7]([C:10]2[S:14][C:13]([CH:15]=[CH:16][C:17]([OH:19])=[O:18])=[CH:12][CH:11]=2)=[CH:6][CH:5]=1.CO.C(O)(=O)C, predict the reaction product. The product is: [F:21][C:2]([F:1])([F:20])[O:3][C:4]1[CH:5]=[CH:6][C:7]([C:10]2[S:14][C:13]([CH2:15][CH2:16][C:17]([OH:19])=[O:18])=[CH:12][CH:11]=2)=[CH:8][CH:9]=1.